Dataset: Catalyst prediction with 721,799 reactions and 888 catalyst types from USPTO. Task: Predict which catalyst facilitates the given reaction. Reactant: [NH2:1][C:2]1[CH:3]=[C:4]([CH:9]=[C:10]([N+:13]([O-:15])=[O:14])[C:11]=1[NH2:12])[C:5]([O:7][CH3:8])=[O:6].[N:16]([O-])=O.[Na+]. Product: [N+:13]([C:10]1[C:11]2[N:12]=[N:16][NH:1][C:2]=2[CH:3]=[C:4]([C:5]([O:7][CH3:8])=[O:6])[CH:9]=1)([O-:15])=[O:14]. The catalyst class is: 52.